From a dataset of Reaction yield outcomes from USPTO patents with 853,638 reactions. Predict the reaction yield, written as a fraction of the theoretical maximum amount of product (1.0 means a 100% yield; for example, 0.34 means a 34% yield). (1) The reactants are [N+:1]([C:4]1[CH:13]=[C:12]2[C:7]([C:8](O)=[N:9][CH:10]=[N:11]2)=[CH:6][CH:5]=1)([O-:3])=[O:2].S(Cl)([Cl:17])=O. The catalyst is CN(C=O)C. The product is [Cl:17][C:8]1[C:7]2[C:12](=[CH:13][C:4]([N+:1]([O-:3])=[O:2])=[CH:5][CH:6]=2)[N:11]=[CH:10][N:9]=1. The yield is 0.700. (2) The yield is 0.760. The product is [CH2:2]([O:5][NH:6][S:22]([C:17]1[CH:18]=[CH:19][CH:20]=[CH:21][C:16]=1[N+:13]([O-:15])=[O:14])(=[O:23])=[O:24])[CH:3]=[CH2:4]. The catalyst is C(Cl)Cl. The reactants are Cl.[CH2:2]([O:5][NH2:6])[CH:3]=[CH2:4].N1C=CC=CC=1.[N+:13]([C:16]1[CH:21]=[CH:20][CH:19]=[CH:18][C:17]=1[S:22](Cl)(=[O:24])=[O:23])([O-:15])=[O:14]. (3) The reactants are [Cl:1][C:2]1[O:6][C:5]([CH2:7][C:8]2[CH:15]=[CH:14][C:11]([CH:12]=O)=[CH:10][CH:9]=2)=[CH:4][CH:3]=1.[N+:16]([CH3:19])([O-:18])=[O:17].C([O-])(=O)C.[NH4+].[BH4-].[Na+]. The catalyst is O.C(O)(=O)C. The product is [Cl:1][C:2]1[O:6][C:5]([CH2:7][C:8]2[CH:15]=[CH:14][C:11]([CH2:12][CH2:19][N+:16]([O-:18])=[O:17])=[CH:10][CH:9]=2)=[CH:4][CH:3]=1. The yield is 0.620. (4) The reactants are C(NC(C)C)(C)C.[Br:8][C:9]1[CH:14]=[CH:13][CH:12]=[C:11]([CH3:15])[N:10]=1.Br[CH2:17][CH:18]([CH3:20])[CH3:19].O. The catalyst is C1COCC1. The product is [Br:8][C:9]1[CH:14]=[CH:13][CH:12]=[C:11]([CH2:15][CH2:17][CH:18]([CH3:20])[CH3:19])[N:10]=1. The yield is 0.360. (5) The reactants are CS(O[CH2:6][CH2:7][N:8]1[CH:12]=[C:11]([C:13]2[CH:18]=[C:17]([C:19]([O:21]C)=[O:20])[CH:16]=[CH:15][N:14]=2)[N:10]=[CH:9]1)(=O)=O.[F:23][C:24]1[CH:25]=[C:26]2[C:30](=[CH:31][CH:32]=1)[CH2:29][NH:28][CH2:27]2. No catalyst specified. The product is [F:23][C:24]1[CH:25]=[C:26]2[C:30](=[CH:31][CH:32]=1)[CH2:29][N:28]([CH2:6][CH2:7][N:8]1[CH:12]=[C:11]([C:13]3[CH:18]=[C:17]([C:19]([OH:21])=[O:20])[CH:16]=[CH:15][N:14]=3)[N:10]=[CH:9]1)[CH2:27]2. The yield is 0.760.